Predict the reactants needed to synthesize the given product. From a dataset of Full USPTO retrosynthesis dataset with 1.9M reactions from patents (1976-2016). (1) Given the product [F:1][C:2]([F:47])([F:46])[C:3]1[CH:4]=[C:5]([CH:39]=[C:40]([C:42]([F:45])([F:44])[F:43])[CH:41]=1)[CH2:6][N:7]([CH2:15][C:16]1[CH:21]=[C:20]([C:22]([F:25])([F:24])[F:23])[CH:19]=[CH:18][C:17]=1[N:26]([CH2:37][CH3:38])[C:27](=[O:36])[O:28][CH2:29][C:30]1[CH:35]=[CH:34][CH:33]=[CH:32][CH:31]=1)[C:8]1[N:13]=[CH:12][C:11]([N:75]2[CH2:80][CH2:79][O:78][CH2:77][CH2:76]2)=[CH:10][N:9]=1, predict the reactants needed to synthesize it. The reactants are: [F:1][C:2]([F:47])([F:46])[C:3]1[CH:4]=[C:5]([CH:39]=[C:40]([C:42]([F:45])([F:44])[F:43])[CH:41]=1)[CH2:6][N:7]([CH2:15][C:16]1[CH:21]=[C:20]([C:22]([F:25])([F:24])[F:23])[CH:19]=[CH:18][C:17]=1[N:26]([CH2:37][CH3:38])[C:27](=[O:36])[O:28][CH2:29][C:30]1[CH:35]=[CH:34][CH:33]=[CH:32][CH:31]=1)[C:8]1[N:13]=[CH:12][C:11](Br)=[CH:10][N:9]=1.C(P(C(C)(C)C)C1C=CC=CC=1C1C=CC=CC=1)(C)(C)C.CC(C)([O-])C.[Na+].[NH:75]1[CH2:80][CH2:79][O:78][CH2:77][CH2:76]1.C(=O)(O)[O-].[Na+]. (2) The reactants are: [NH2:1][C:2]1[CH:7]=[C:6]([CH3:8])[CH:5]=[CH:4][N:3]=1.[CH3:9][O:10][C:11]1[CH:12]=[C:13]([CH:18]=[CH:19][C:20]=1[O:21][CH3:22])[C:14](=O)[CH2:15]Br. Given the product [CH3:9][O:10][C:11]1[CH:12]=[C:13]([C:14]2[N:1]=[C:2]3[CH:7]=[C:6]([CH3:8])[CH:5]=[CH:4][N:3]3[CH:15]=2)[CH:18]=[CH:19][C:20]=1[O:21][CH3:22], predict the reactants needed to synthesize it. (3) Given the product [Cl:1][C:2]1[CH:18]=[C:6]([C:7]([NH:9][C@H:10]2[CH2:11][CH2:12][C@H:13]([CH2:16][O:17][S:27]([CH3:26])(=[O:29])=[O:28])[CH2:14][CH2:15]2)=[O:8])[C:5]([CH3:19])=[N:4][CH:3]=1, predict the reactants needed to synthesize it. The reactants are: [Cl:1][C:2]1[CH:3]=[N:4][C:5]([CH3:19])=[C:6]([CH:18]=1)[C:7]([NH:9][C@H:10]1[CH2:15][CH2:14][C@H:13]([CH2:16][OH:17])[CH2:12][CH2:11]1)=[O:8].N1C=CC=CC=1.[CH3:26][S:27](Cl)(=[O:29])=[O:28]. (4) Given the product [CH:13]([C:14]1([C:20]([O:22][CH2:23][CH3:24])=[O:21])[CH2:19][CH2:18][CH2:17][CH2:16][O:15]1)=[O:12], predict the reactants needed to synthesize it. The reactants are: C1C=C[NH+]=CC=1.[O-][Cr](Cl)(=O)=O.[OH:12][CH2:13][C:14]1([C:20]([O:22][CH2:23][CH3:24])=[O:21])[CH2:19][CH2:18][CH2:17][CH2:16][O:15]1. (5) Given the product [Si:1]([O:8][C@@H:9]1[C@@:28]2([CH3:29])[C:13](=[CH:14][CH:15]=[C:16]3[C@@H:27]2[CH2:26][CH2:25][C@@:24]2([CH3:30])[C@H:17]3[CH2:18][CH:19]=[C:20]2[C@@H:21]([OH:23])[CH3:22])[CH2:12][C@@H:11]([O:31][Si:32]([C:35]([CH3:36])([CH3:38])[CH3:37])([CH3:33])[CH3:34])[CH2:10]1)([C:4]([CH3:7])([CH3:6])[CH3:5])([CH3:3])[CH3:2], predict the reactants needed to synthesize it. The reactants are: [Si:1]([O:8][C@@H:9]1[C@@:28]2([CH3:29])[C:13](=[CH:14][CH2:15][C@@H:16]3[C@@H:27]2[CH2:26][CH2:25][C@@:24]2([CH3:30])[C@H:17]3[CH2:18][CH2:19][C@:20]32[O:23][C@H:21]3[CH3:22])[CH2:12][C@@H:11]([O:31][Si:32]([C:35]([CH3:38])([CH3:37])[CH3:36])([CH3:34])[CH3:33])[CH2:10]1)([C:4]([CH3:7])([CH3:6])[CH3:5])([CH3:3])[CH3:2].N(C(C)(C)C#N)=NC(C)(C)C#N.CC1C=C(C)N=C(C)C=1. (6) Given the product [C:32]([O:36][C:37]([N:39]1[CH2:44][CH2:43][N:42]([C:20]2[S:21][C:17](=[CH:16][C:12]3[CH:11]=[C:10]4[C:15](=[CH:14][CH:13]=3)[N:7]([CH2:6][C:5]3[CH:26]=[CH:27][C:2]([Cl:1])=[CH:3][C:4]=3[C:28]([F:31])([F:29])[F:30])[N:8]=[CH:9]4)[C:18](=[O:25])[N:19]=2)[CH:41]([CH3:45])[CH2:40]1)=[O:38])([CH3:35])([CH3:33])[CH3:34].[Cl:1][C:2]1[CH:27]=[CH:26][C:5]([CH2:6][N:7]2[C:15]3[C:10](=[CH:11][C:12]([CH:16]=[C:17]4[S:21][C:20]([N:42]5[CH2:43][CH2:44][NH:39][CH2:40][C@H:41]5[CH3:45])=[N:19][C:18]4=[O:25])=[CH:13][CH:14]=3)[CH:9]=[N:8]2)=[C:4]([C:28]([F:31])([F:29])[F:30])[CH:3]=1, predict the reactants needed to synthesize it. The reactants are: [Cl:1][C:2]1[CH:27]=[CH:26][C:5]([CH2:6][N:7]2[C:15]3[C:10](=[CH:11][C:12]([CH:16]=[C:17]4[S:21][C:20](SCC)=[N:19][C:18]4=[O:25])=[CH:13][CH:14]=3)[CH:9]=[N:8]2)=[C:4]([C:28]([F:31])([F:30])[F:29])[CH:3]=1.[C:32]([O:36][C:37]([N:39]1[CH2:44][CH2:43][NH:42][C@H:41]([CH3:45])[CH2:40]1)=[O:38])([CH3:35])([CH3:34])[CH3:33]. (7) Given the product [Br:29][C:30]1[CH:35]=[CH:12][C:11]([N:14]([C:22]2[CH:27]=[CH:26][CH:25]=[CH:24][C:23]=2[CH3:28])[C:15]2[CH:20]=[CH:19][CH:18]=[CH:17][C:16]=2[CH3:21])=[CH:10][CH:31]=1, predict the reactants needed to synthesize it. The reactants are: BrC1C=CC(C2C=[CH:12][C:11]([N:14]([C:22]3[CH:27]=[CH:26][CH:25]=[CH:24][C:23]=3[CH3:28])[C:15]3[CH:20]=[CH:19][CH:18]=[CH:17][C:16]=3[CH3:21])=[CH:10]C=2)=CC=1.[Br:29][C:30]1[CH:35]=CC(C2C=[CH:35][C:30]([Br:29])=[CH:31]C=2)=C[CH:31]=1.BrC1C=CC(Br)=CC=1.